Dataset: Reaction yield outcomes from USPTO patents with 853,638 reactions. Task: Predict the reaction yield, written as a fraction of the theoretical maximum amount of product (1.0 means a 100% yield; for example, 0.34 means a 34% yield). (1) The catalyst is CO.[Pd]. The yield is 0.920. The product is [NH2:29][C:18]1[CH:17]=[C:16]([S:13]([NH:2][CH3:1])(=[O:14])=[O:15])[CH:21]=[CH:20][C:19]=1[N:22]([CH3:28])[CH2:23][C:24]([F:26])([F:25])[F:27]. The reactants are [CH3:1][N:2]([S:13]([C:16]1[CH:21]=[CH:20][C:19]([N:22]([CH3:28])[CH2:23][C:24]([F:27])([F:26])[F:25])=[C:18]([N+:29]([O-])=O)[CH:17]=1)(=[O:15])=[O:14])C(=O)OCC1C=CC=CC=1. (2) The reactants are [C:1]([N:8]1[C:16]2[C:11](=[CH:12][C:13]([B:17]3[O:25]C(C)(C)C(C)(C)[O:18]3)=[CH:14][CH:15]=2)[CH:10]=[CH:9]1)([O:3][C:4]([CH3:7])([CH3:6])[CH3:5])=[O:2]. The catalyst is CC(C)=O.O. The product is [C:1]([N:8]1[C:16]2[C:11](=[CH:12][C:13]([B:17]([OH:18])[OH:25])=[CH:14][CH:15]=2)[CH:10]=[CH:9]1)([O:3][C:4]([CH3:7])([CH3:6])[CH3:5])=[O:2]. The yield is 0.540.